Dataset: Full USPTO retrosynthesis dataset with 1.9M reactions from patents (1976-2016). Task: Predict the reactants needed to synthesize the given product. (1) Given the product [OH:9][C:10]1([CH:14]([O:16][C@H:17]2[CH2:22][CH2:21][C@H:20]([N:23]3[C:28](=[O:29])[C:27]([CH2:30][C:31]4[CH:32]=[CH:33][C:34]([C:37]5[CH:42]=[CH:41][CH:40]=[CH:39][C:38]=5[C:43]5[NH:3][C:4](=[O:7])[O:5][N:44]=5)=[CH:35][CH:36]=4)=[C:26]([CH2:45][CH2:46][CH3:47])[N:25]4[N:48]=[CH:49][N:50]=[C:24]34)[CH2:19][CH2:18]2)[CH3:15])[CH2:11][CH2:12][CH2:13]1, predict the reactants needed to synthesize it. The reactants are: [Cl-].O[NH3+:3].[C:4](=[O:7])([O-])[OH:5].[Na+].[OH:9][C:10]1([CH:14]([O:16][C@H:17]2[CH2:22][CH2:21][C@H:20]([N:23]3[C:28](=[O:29])[C:27]([CH2:30][C:31]4[CH:36]=[CH:35][C:34]([C:37]5[C:38]([C:43]#[N:44])=[CH:39][CH:40]=[CH:41][CH:42]=5)=[CH:33][CH:32]=4)=[C:26]([CH2:45][CH2:46][CH3:47])[N:25]4[N:48]=[CH:49][N:50]=[C:24]34)[CH2:19][CH2:18]2)[CH3:15])[CH2:13][CH2:12][CH2:11]1. (2) The reactants are: C(O)(C(F)(F)F)=O.[C:8]([C:10]1[N:11]=[CH:12][C:13]([NH:16][C:17]2[CH:22]=[C:21]([NH:23][CH2:24][CH:25]3[CH2:30][CH2:29][N:28](C(OC(C)(C)C)=O)[CH2:27][CH2:26]3)[C:20](/[CH:38]=[CH:39]/[CH2:40][O:41][CH3:42])=[CH:19][N:18]=2)=[N:14][CH:15]=1)#[N:9]. Given the product [CH3:42][O:41][CH2:40]/[CH:39]=[CH:38]/[C:20]1[C:21]([NH:23][CH2:24][CH:25]2[CH2:26][CH2:27][NH:28][CH2:29][CH2:30]2)=[CH:22][C:17]([NH:16][C:13]2[N:14]=[CH:15][C:10]([C:8]#[N:9])=[N:11][CH:12]=2)=[N:18][CH:19]=1, predict the reactants needed to synthesize it.